Predict the reactants needed to synthesize the given product. From a dataset of Full USPTO retrosynthesis dataset with 1.9M reactions from patents (1976-2016). (1) Given the product [OH:30][NH:29][C:3]([CH2:4][CH2:5][C:6]1[C:7](=[O:27])[N:8]([CH2:11][C:12]2[CH:17]=[CH:16][C:15]([NH:18][C:19](=[O:26])[C:20]3[CH:21]=[CH:22][CH:23]=[CH:24][CH:25]=3)=[CH:14][CH:13]=2)[CH2:9][CH:10]=1)=[O:2], predict the reactants needed to synthesize it. The reactants are: C[O:2][C:3](=O)[CH2:4][CH2:5][C:6]1[C:7](=[O:27])[N:8]([CH2:11][C:12]2[CH:17]=[CH:16][C:15]([NH:18][C:19](=[O:26])[C:20]3[CH:25]=[CH:24][CH:23]=[CH:22][CH:21]=3)=[CH:14][CH:13]=2)[CH2:9][CH:10]=1.[NH2:29][O:30][K].C(O)(=O)C. (2) Given the product [Br:1][C:17]1[N:16]([CH2:19][C@H:20]2[CH2:25][CH2:24][C@H:23]([CH3:26])[CH2:22][CH2:21]2)[C:15]2[C:10]([Cl:9])=[N:11][C:12]([Cl:27])=[CH:13][C:14]=2[N:18]=1, predict the reactants needed to synthesize it. The reactants are: [Br:1]N1C(=O)CCC1=O.[Cl:9][C:10]1[C:15]2[N:16]([CH2:19][C@H:20]3[CH2:25][CH2:24][C@H:23]([CH3:26])[CH2:22][CH2:21]3)[CH:17]=[N:18][C:14]=2[CH:13]=[C:12]([Cl:27])[N:11]=1. (3) Given the product [C:33]([N:2]1[CH2:6][CH2:5][C@@H:4]([NH:7][C:8]([C:10]2[C:14]3[N:15]=[CH:16][N:17]=[C:18]([C:19]4[CH:24]=[C:23]([O:25][CH3:26])[C:22]([F:27])=[CH:21][C:20]=4[O:28][CH2:29][CH:30]4[CH2:31][CH2:32]4)[C:13]=3[NH:12][CH:11]=2)=[O:9])[CH2:3]1)(=[O:36])[CH2:34][CH3:35], predict the reactants needed to synthesize it. The reactants are: Cl.[NH:2]1[CH2:6][CH2:5][C@@H:4]([NH:7][C:8]([C:10]2[C:14]3[N:15]=[CH:16][N:17]=[C:18]([C:19]4[CH:24]=[C:23]([O:25][CH3:26])[C:22]([F:27])=[CH:21][C:20]=4[O:28][CH2:29][CH:30]4[CH2:32][CH2:31]4)[C:13]=3[NH:12][CH:11]=2)=[O:9])[CH2:3]1.[C:33](Cl)(=[O:36])[CH2:34][CH3:35]. (4) Given the product [CH2:20]([Si:23]([CH3:25])([CH3:24])[C:2]1[CH:7]=[CH:6][CH:5]=[CH:4][N:3]=1)[CH:21]=[CH2:22], predict the reactants needed to synthesize it. The reactants are: Br[C:2]1[CH:7]=[CH:6][CH:5]=[CH:4][N:3]=1.C([Li])CCC.N1C=CC=CC=1[Li].[CH2:20]([Si:23](Cl)([CH3:25])[CH3:24])[CH:21]=[CH2:22].